Dataset: Full USPTO retrosynthesis dataset with 1.9M reactions from patents (1976-2016). Task: Predict the reactants needed to synthesize the given product. (1) Given the product [N:19]1[CH:20]=[CH:21][CH:22]=[C:17]([C:14]2[CH:15]=[CH:16][C:11]([C:10]3[O:9][C:8]([C:23]4[CH:28]=[CH:27][C:26]([C:29]([F:31])([F:30])[F:32])=[CH:25][CH:24]=4)=[N:7][C:6]=3[C:4]([OH:5])=[O:3])=[CH:12][CH:13]=2)[CH:18]=1, predict the reactants needed to synthesize it. The reactants are: C([O:3][C:4]([C:6]1[N:7]=[C:8]([C:23]2[CH:28]=[CH:27][C:26]([C:29]([F:32])([F:31])[F:30])=[CH:25][CH:24]=2)[O:9][C:10]=1[C:11]1[CH:16]=[CH:15][C:14]([C:17]2[CH:18]=[N:19][CH:20]=[CH:21][CH:22]=2)=[CH:13][CH:12]=1)=[O:5])C.[OH-].[Na+]. (2) Given the product [Cl:57][C:58]1[CH:59]=[CH:60][C:61]([O:62][CH2:63][C:64]([N:66]2[CH2:71][CH2:70][N:69]([C:15]3[C:10]4[CH:9]=[C:8]([C:5]5[CH:6]=[CH:7][C:2]([F:1])=[CH:3][CH:4]=5)[S:18][C:11]=4[N:12]=[C:13]([CH3:17])[N:14]=3)[CH2:68][CH2:67]2)=[O:65])=[CH:72][CH:73]=1, predict the reactants needed to synthesize it. The reactants are: [F:1][C:2]1[CH:7]=[CH:6][C:5]([C:8]2[S:18][C:11]3[N:12]=[C:13]([CH3:17])[NH:14][C:15](=O)[C:10]=3[CH:9]=2)=[CH:4][CH:3]=1.F[P-](F)(F)(F)(F)F.N1(O[P+](N(C)C)(N(C)C)N(C)C)C2C=CC=CC=2N=N1.C1CCN2C(=NCCC2)CC1.[Cl:57][C:58]1[CH:73]=[CH:72][C:61]([O:62][CH2:63][C:64]([N:66]2[CH2:71][CH2:70][NH:69][CH2:68][CH2:67]2)=[O:65])=[CH:60][CH:59]=1. (3) Given the product [CH:5]1[N:6]2[CH:11]([CH2:2][C:3](=[O:17])[CH:4]=1)[CH2:10][CH2:9][C:8]1[CH:12]=[CH:13][CH:14]=[CH:15][C:7]2=1, predict the reactants needed to synthesize it. The reactants are: C[C:2]1[C:3](=[O:17])[CH2:4][CH2:5][N:6]2[C:11]=1[CH2:10][CH2:9][C:8]1[CH:12]=[C:13](C)[CH:14]=[CH:15][C:7]2=1.COC=CC(O[Si](C)(C)C)=C. (4) Given the product [C:28]1([P:21](=[O:5])([C:15]2[CH:16]=[CH:17][CH:18]=[CH:19][CH:20]=2)[C:22]2[CH:27]=[CH:26][CH:25]=[CH:24][CH:23]=2)[CH:29]=[CH:30][CH:31]=[CH:32][CH:33]=1, predict the reactants needed to synthesize it. The reactants are: C([O:5]C(N1CCC[C@H]1CO)=O)(C)(C)C.[C:15]1([P:21]([C:28]2[CH:33]=[CH:32][CH:31]=[CH:30][CH:29]=2)[C:22]2[CH:27]=[CH:26][CH:25]=[CH:24][CH:23]=2)[CH:20]=[CH:19][CH:18]=[CH:17][CH:16]=1.N1C=CC(=O)NC=1.CC(OC(/N=N/C(OC(C)C)=O)=O)C. (5) The reactants are: C([O:3][C:4]([C:6]1[S:7][CH:8]=[C:9]([CH:11]2[CH2:13][CH2:12]2)[N:10]=1)=O)C.[OH-].[Na+].[Cl-:16]. Given the product [CH:11]1([C:9]2[N:10]=[C:6]([C:4]([Cl:16])=[O:3])[S:7][CH:8]=2)[CH2:13][CH2:12]1, predict the reactants needed to synthesize it. (6) The reactants are: C(=O)(OC(C)(C)C)N.[CH3:9][O:10][C:11]([C:13]1[CH:18]=[CH:17][C:16]([C:19]2([NH:22][C:23]([CH:25]3[CH2:31][CH:30]4[CH:28]([CH2:29]4)[CH2:27][N:26]3C(OC(C)(C)C)=O)=[O:24])[CH2:21][CH2:20]2)=[CH:15][CH:14]=1)=[O:12]. Given the product [CH:28]12[CH2:29][CH:30]1[CH2:31][CH:25]([C:23]([NH:22][C:19]1([C:16]3[CH:15]=[CH:14][C:13]([C:11]([O:10][CH3:9])=[O:12])=[CH:18][CH:17]=3)[CH2:20][CH2:21]1)=[O:24])[NH:26][CH2:27]2, predict the reactants needed to synthesize it. (7) Given the product [F:12][C:13]1[CH:18]=[CH:17][C:16]([C:19]2[C:28]3[C:23](=[CH:24][C:25]([NH:29][S:8]([CH3:7])(=[O:10])=[O:9])=[CH:26][CH:27]=3)[O:22][C:21]([CH3:31])([CH3:30])[CH:20]=2)=[CH:15][CH:14]=1, predict the reactants needed to synthesize it. The reactants are: N1C=CC=CC=1.[CH3:7][S:8](Cl)(=[O:10])=[O:9].[F:12][C:13]1[CH:18]=[CH:17][C:16]([C:19]2[C:28]3[C:23](=[CH:24][C:25]([NH2:29])=[CH:26][CH:27]=3)[O:22][C:21]([CH3:31])([CH3:30])[CH:20]=2)=[CH:15][CH:14]=1. (8) The reactants are: [CH2:1]([N:3]1[C:12]2[CH:11]=[CH:10][C:9](I)=[CH:8][C:7]=2[C:6]2=[N:14][N:15]([CH:18]3[CH2:23][CH2:22][CH2:21][CH2:20][O:19]3)[C:16]([CH3:17])=[C:5]2[C:4]1=[O:24])[CH3:2].C(N(CC)CC)C.[CH2:32]([N:35]1[CH2:39][CH2:38][CH2:37][CH2:36]1)[C:33]#[CH:34]. Given the product [CH2:1]([N:3]1[C:12]2[CH:11]=[CH:10][C:9]([C:34]#[C:33][CH2:32][N:35]3[CH2:39][CH2:38][CH2:37][CH2:36]3)=[CH:8][C:7]=2[C:6]2=[N:14][N:15]([CH:18]3[CH2:23][CH2:22][CH2:21][CH2:20][O:19]3)[C:16]([CH3:17])=[C:5]2[C:4]1=[O:24])[CH3:2], predict the reactants needed to synthesize it. (9) Given the product [CH3:12][CH:11]([CH3:13])[CH2:10][C@@H:6]([C:7](=[O:9])[NH:27][CH2:26][C:23]1[CH:24]=[CH:25][C:20]([C:14]2[CH:15]=[CH:16][CH:17]=[CH:18][CH:19]=2)=[CH:21][CH:22]=1)[CH2:5][C:3]([O:2][CH3:1])=[O:4], predict the reactants needed to synthesize it. The reactants are: [CH3:1][O:2][C:3]([CH2:5][C@@H:6]([CH2:10][CH:11]([CH3:13])[CH3:12])[C:7]([OH:9])=O)=[O:4].[C:14]1([C:20]2[CH:25]=[CH:24][C:23]([CH2:26][NH2:27])=[CH:22][CH:21]=2)[CH:19]=[CH:18][CH:17]=[CH:16][CH:15]=1.C1C=CC2N(O)N=NC=2C=1.C(Cl)CCl.CN1CCOCC1. (10) Given the product [O:1]([C:8]1[CH:38]=[CH:37][CH:36]=[CH:35][C:9]=1[C:10]([NH:12][C:13]1[CH:34]=[CH:33][C:16]2[N:17]([CH:20]([C:27]3[CH:28]=[CH:29][CH:30]=[CH:31][CH:32]=3)[CH2:21][C:22]([OH:24])=[O:23])[CH:18]=[N:19][C:15]=2[CH:14]=1)=[O:11])[C:2]1[CH:3]=[CH:4][CH:5]=[CH:6][CH:7]=1, predict the reactants needed to synthesize it. The reactants are: [O:1]([C:8]1[CH:38]=[CH:37][CH:36]=[CH:35][C:9]=1[C:10]([NH:12][C:13]1[CH:34]=[CH:33][C:16]2[N:17]([CH:20]([C:27]3[CH:32]=[CH:31][CH:30]=[CH:29][CH:28]=3)[CH2:21][C:22]([O:24]CC)=[O:23])[CH:18]=[N:19][C:15]=2[CH:14]=1)=[O:11])[C:2]1[CH:7]=[CH:6][CH:5]=[CH:4][CH:3]=1.C(#N)C.